This data is from NCI-60 drug combinations with 297,098 pairs across 59 cell lines. The task is: Regression. Given two drug SMILES strings and cell line genomic features, predict the synergy score measuring deviation from expected non-interaction effect. Cell line: ACHN. Drug 1: CC1=C2C(C(=O)C3(C(CC4C(C3C(C(C2(C)C)(CC1OC(=O)C(C(C5=CC=CC=C5)NC(=O)OC(C)(C)C)O)O)OC(=O)C6=CC=CC=C6)(CO4)OC(=O)C)OC)C)OC. Synergy scores: CSS=31.3, Synergy_ZIP=5.12, Synergy_Bliss=5.53, Synergy_Loewe=-20.7, Synergy_HSA=3.42. Drug 2: CC1=C(C=C(C=C1)NC(=O)C2=CC=C(C=C2)CN3CCN(CC3)C)NC4=NC=CC(=N4)C5=CN=CC=C5.